Predict the reactants needed to synthesize the given product. From a dataset of Full USPTO retrosynthesis dataset with 1.9M reactions from patents (1976-2016). (1) Given the product [CH3:1][O:2][C:3]1[CH:4]=[C:5]2[C:10](=[CH:11][C:12]=1[O:13][CH3:14])[N:9]=[CH:8][CH:7]=[C:6]2[O:15][C:16]1[CH:22]=[CH:21][C:19]([NH:20][C:40](=[O:42])[O:61][CH:57]([C:51]2[CH:56]=[CH:55][CH:54]=[CH:53][CH:52]=2)[CH2:58][CH2:59][CH3:60])=[C:18]([CH3:23])[C:17]=1[CH3:24], predict the reactants needed to synthesize it. The reactants are: [CH3:1][O:2][C:3]1[CH:4]=[C:5]2[C:10](=[CH:11][C:12]=1[O:13][CH3:14])[N:9]=[CH:8][CH:7]=[C:6]2[O:15][C:16]1[CH:22]=[CH:21][C:19]([NH2:20])=[C:18]([CH3:23])[C:17]=1[CH3:24].C1(C)C=CC=CC=1.C(N(CC)CC)C.Cl[C:40](Cl)([O:42]C(=O)OC(Cl)(Cl)Cl)Cl.[C:51]1([CH:57]([OH:61])[CH2:58][CH2:59][CH3:60])[CH:56]=[CH:55][CH:54]=[CH:53][CH:52]=1. (2) The reactants are: [CH3:1][C:2]1[C:3]([C:8](=[O:21])[CH2:9][CH2:10][CH2:11][C:12]([C:14]2[C:19]([CH3:20])=[CH:18][CH:17]=[CH:16][N:15]=2)=[O:13])=[N:4][CH:5]=[CH:6][CH:7]=1.[BH4-].[Na+]. Given the product [CH3:20][C:19]1[C:14]([CH:12]([OH:13])[CH2:11][CH2:10][CH2:9][CH:8]([C:3]2[C:2]([CH3:1])=[CH:7][CH:6]=[CH:5][N:4]=2)[OH:21])=[N:15][CH:16]=[CH:17][CH:18]=1, predict the reactants needed to synthesize it. (3) The reactants are: [NH2:1][C:2]1[C:3]([C:15](O)=O)=[N:4][C:5]([C:8]2[CH:13]=[CH:12][CH:11]=[C:10]([F:14])[CH:9]=2)=[CH:6][N:7]=1.[C:18]1([NH2:25])[CH:23]=[CH:22][CH:21]=[CH:20][C:19]=1[NH2:24].C(P(=O)(OCC)OCC)#N.C(N(CC)CC)C. Given the product [NH:24]1[C:19]2[CH:20]=[CH:21][CH:22]=[CH:23][C:18]=2[N:25]=[C:15]1[C:3]1[C:2]([NH2:1])=[N:7][CH:6]=[C:5]([C:8]2[CH:13]=[CH:12][CH:11]=[C:10]([F:14])[CH:9]=2)[N:4]=1, predict the reactants needed to synthesize it. (4) Given the product [CH:14]1([N:17]2[CH2:2][CH2:3][N:4]3[N:5]=[C:6]([N+:11]([O-:13])=[O:12])[CH:7]=[C:8]3[CH2:9]2)[CH2:16][CH2:15]1, predict the reactants needed to synthesize it. The reactants are: Br[CH2:2][CH2:3][N:4]1[C:8]([CH2:9]Br)=[CH:7][C:6]([N+:11]([O-:13])=[O:12])=[N:5]1.[CH:14]1([NH2:17])[CH2:16][CH2:15]1. (5) The reactants are: C([O:8][C:9]1[CH:14]=[C:13]([O:15]CC2C=CC=CC=2)[C:12]([C:23]([CH3:25])=[CH2:24])=[CH:11][C:10]=1[C:26]([N:28]1[CH2:33][CH2:32][CH:31]([CH2:34][CH:35]=O)[CH2:30][CH2:29]1)=[O:27])C1C=CC=CC=1.S(C1C=CC(C)=CC=1)(O)(=O)=O.[CH:48]1([O:53][C:54](=[O:58])[C@H:55]([CH3:57])[NH2:56])[CH2:52][CH2:51][CH2:50][CH2:49]1. Given the product [OH:8][C:9]1[CH:14]=[C:13]([OH:15])[C:12]([CH:23]([CH3:24])[CH3:25])=[CH:11][C:10]=1[C:26]([N:28]1[CH2:33][CH2:32][CH:31]([CH2:34][CH2:35][NH:56][C@H:55]([C:54]([O:53][CH:48]2[CH2:52][CH2:51][CH2:50][CH2:49]2)=[O:58])[CH3:57])[CH2:30][CH2:29]1)=[O:27], predict the reactants needed to synthesize it. (6) Given the product [F:1][C:2]1[CH:7]=[CH:6][C:5]([C:8]2[CH:16]=[C:15]3[C:11]([CH:12]=[CH:13][N:14]3[C:22]([O:21][C:17]([CH3:20])([CH3:19])[CH3:18])=[O:23])=[CH:10][CH:9]=2)=[CH:4][CH:3]=1, predict the reactants needed to synthesize it. The reactants are: [F:1][C:2]1[CH:7]=[CH:6][C:5]([C:8]2[CH:16]=[C:15]3[C:11]([CH:12]=[CH:13][NH:14]3)=[CH:10][CH:9]=2)=[CH:4][CH:3]=1.[C:17]([O:21][C:22](O[C:22]([O:21][C:17]([CH3:20])([CH3:19])[CH3:18])=[O:23])=[O:23])([CH3:20])([CH3:19])[CH3:18]. (7) Given the product [F:1][C:2]1[CH:7]=[CH:6][C:5]([C:8](=[O:18])/[C:9](=[N:19]\[OH:20])/[C:10]2[CH:15]=[CH:14][N:13]=[C:12]([S:16][CH3:17])[N:11]=2)=[CH:4][CH:3]=1, predict the reactants needed to synthesize it. The reactants are: [F:1][C:2]1[CH:7]=[CH:6][C:5]([C:8](=[O:18])[CH2:9][C:10]2[CH:15]=[CH:14][N:13]=[C:12]([S:16][CH3:17])[N:11]=2)=[CH:4][CH:3]=1.[N:19](OC(C)(C)C)=[O:20].Cl. (8) Given the product [Cl:1][C:2]1[CH:3]=[C:4]([CH:7]=[CH:8][C:9]=1[O:10][CH2:11][CH2:12][CH3:13])[C:5]([OH:19])=[O:6], predict the reactants needed to synthesize it. The reactants are: [Cl:1][C:2]1[CH:3]=[C:4]([CH:7]=[CH:8][C:9]=1[O:10][CH2:11][CH2:12][CH3:13])[CH:5]=[O:6].ClC1C=C(C=CC=1OCC)C=[O:19]. (9) The reactants are: [OH-].[Li+].[C:3]([N:6]1[C:15]2[C:10](=[CH:11][C:12]([C:16]3[CH:21]=[CH:20][C:19]([CH2:22][CH2:23][C:24]([O:26]CC)=[O:25])=[CH:18][CH:17]=3)=[CH:13][CH:14]=2)[C@H:9]([NH:29][C:30]([O:32][CH:33]([CH3:35])[CH3:34])=[O:31])[CH2:8][C@@H:7]1[CH3:36])(=[O:5])[CH3:4]. Given the product [C:3]([N:6]1[C:15]2[C:10](=[CH:11][C:12]([C:16]3[CH:21]=[CH:20][C:19]([CH2:22][CH2:23][C:24]([OH:26])=[O:25])=[CH:18][CH:17]=3)=[CH:13][CH:14]=2)[C@H:9]([NH:29][C:30]([O:32][CH:33]([CH3:35])[CH3:34])=[O:31])[CH2:8][C@@H:7]1[CH3:36])(=[O:5])[CH3:4], predict the reactants needed to synthesize it.